Dataset: hERG Central: cardiac toxicity at 1µM, 10µM, and general inhibition. Task: Predict hERG channel inhibition at various concentrations. (1) The molecule is N#CCCn1cc(C(=O)Nc2ccccc2Cl)c(-c2ccc([N+](=O)[O-])cc2)n1. Results: hERG_inhib (hERG inhibition (general)): blocker. (2) The molecule is O=C(c1ccco1)N1CCN(c2ncnc3c2[nH]c2ccc(Cl)cc23)CC1. Results: hERG_inhib (hERG inhibition (general)): blocker. (3) The compound is COc1cccc2c1[C@@H]1CN(CCCCn3c(=O)[nH]c4c(sc5ncc(-c6ccccc6)nc54)c3=O)C[C@@H]1CO2.Cl. Results: hERG_inhib (hERG inhibition (general)): blocker. (4) The molecule is OCC1(CCc2ccccc2)CCN(Cc2cc(F)ccc2-n2cccn2)CC1. Results: hERG_inhib (hERG inhibition (general)): blocker. (5) The compound is O=C(Nc1cccc(C(=O)N2CCN(c3ccc(F)cc3)CC2)c1)c1ccccc1. Results: hERG_inhib (hERG inhibition (general)): blocker.